Dataset: Reaction yield outcomes from USPTO patents with 853,638 reactions. Task: Predict the reaction yield, written as a fraction of the theoretical maximum amount of product (1.0 means a 100% yield; for example, 0.34 means a 34% yield). The reactants are [Cl:1][C:2]1[N:7]=[N:6][C:5]([NH:8][NH2:9])=[C:4]([NH2:10])[CH:3]=1.[C:11]([O-])(=O)[CH3:12].[K+]. The catalyst is CC(O)=O. The product is [Cl:1][C:2]1[CH:3]=[C:4]([NH2:10])[C:5]2[N:6]([C:11]([CH3:12])=[N:9][N:8]=2)[N:7]=1. The yield is 0.820.